Task: Predict the product of the given reaction.. Dataset: Forward reaction prediction with 1.9M reactions from USPTO patents (1976-2016) (1) Given the reactants [C:1]([C:4]1[CH:9]=[CH:8][CH:7]=[CH:6][CH:5]=1)(=O)[CH3:2].[NH2:10][NH2:11], predict the reaction product. The product is: [C:4]1([CH2:1][CH:2]=[N+:10]=[N-:11])[CH:9]=[CH:8][CH:7]=[CH:6][CH:5]=1. (2) Given the reactants C([O:5][C:6](=[O:37])[CH2:7][NH:8][S:9]([CH2:12][CH:13]1[CH2:18][CH2:17][C:16]([S:27]([C:30]2[CH:35]=[CH:34][C:33]([Cl:36])=[CH:32][CH:31]=2)(=[O:29])=[O:28])([C:19]2[CH:24]=[C:23]([F:25])[CH:22]=[CH:21][C:20]=2[F:26])[CH2:15][CH2:14]1)(=[O:11])=[O:10])(C)(C)C.FC(F)(F)C(O)=O, predict the reaction product. The product is: [Cl:36][C:33]1[CH:32]=[CH:31][C:30]([S:27]([C:16]2([C:19]3[CH:24]=[C:23]([F:25])[CH:22]=[CH:21][C:20]=3[F:26])[CH2:15][CH2:14][CH:13]([CH2:12][S:9]([NH:8][CH2:7][C:6]([OH:37])=[O:5])(=[O:10])=[O:11])[CH2:18][CH2:17]2)(=[O:29])=[O:28])=[CH:35][CH:34]=1. (3) Given the reactants O.[F:2][C:3]1[C:8]([F:9])=[CH:7][C:6]([I:10])=[CH:5][C:4]=1[C:11](=[O:18])[CH2:12][C:13]([O:15][CH2:16][CH3:17])=[O:14].[CH2:19]([O:21][CH:22](OCC)OCC)[CH3:20].C(OC(=O)C)(=O)C, predict the reaction product. The product is: [F:2][C:3]1[C:8]([F:9])=[CH:7][C:6]([I:10])=[CH:5][C:4]=1[C:11]([C:12](=[CH:22][O:21][CH2:19][CH3:20])[C:13]([O:15][CH2:16][CH3:17])=[O:14])=[O:18]. (4) Given the reactants [C:1]([O:8][CH3:9])(=[O:7])/[CH:2]=[CH:3]/[C:4]([O-:6])=[O:5].[ClH:10].C(N=C=NCCCN(C)C)C.[N:22]1([CH2:28][CH2:29]O)[CH2:27][CH2:26][S:25][CH2:24][CH2:23]1, predict the reaction product. The product is: [ClH:10].[CH3:9][O:8][C:1](=[O:7])/[CH:2]=[CH:3]/[C:4]([O:6][CH2:29][CH2:28][N:22]1[CH2:27][CH2:26][S:25][CH2:24][CH2:23]1)=[O:5].